This data is from Reaction yield outcomes from USPTO patents with 853,638 reactions. The task is: Predict the reaction yield, written as a fraction of the theoretical maximum amount of product (1.0 means a 100% yield; for example, 0.34 means a 34% yield). (1) The reactants are [Cl:1][C:2]1[CH:3]=[CH:4][CH:5]=[C:6]2[C:11]=1[N:10]=[CH:9][CH:8]=[CH:7]2.[I:12]N1C(=O)CCC1=O. The catalyst is C(O)(=O)C. The product is [Cl:1][C:2]1[CH:3]=[CH:4][CH:5]=[C:6]2[C:11]=1[N:10]=[CH:9][C:8]([I:12])=[CH:7]2. The yield is 0.480. (2) The reactants are [F:1][C:2]1[CH:3]=[C:4]([N:9]2[C:14](=[O:15])[C:13]([O:16][CH2:17][C:18](=O)[CH3:19])=[C:12]([C:21]3[CH:26]=[CH:25][C:24]([S:27]([CH3:30])(=[O:29])=[O:28])=[CH:23][CH:22]=3)[CH:11]=[N:10]2)[CH:5]=[CH:6][C:7]=1[F:8].Cl.[CH3:32][O:33][NH2:34].O.O.O.C([O-])(=O)C.[Na+]. The catalyst is O.O1CCOCC1. The product is [F:1][C:2]1[CH:3]=[C:4]([N:9]2[C:14](=[O:15])[C:13]([O:16][CH2:17][C:18](=[N:34][O:33][CH3:32])[CH3:19])=[C:12]([C:21]3[CH:22]=[CH:23][C:24]([S:27]([CH3:30])(=[O:28])=[O:29])=[CH:25][CH:26]=3)[CH:11]=[N:10]2)[CH:5]=[CH:6][C:7]=1[F:8]. The yield is 0.150. (3) The reactants are [CH2:1]([N:8]1[C:13](=[O:14])[C:12]2[C:15]([CH3:18])=[N:16][O:17][C:11]=2[N:10]=[C:9]1[CH2:19][CH:20]([CH3:22])[CH3:21])[C:2]1[CH:7]=[CH:6][CH:5]=[CH:4][CH:3]=1.C([O-])(=O)C.[Na+].[Br:28]Br.C(=O)([O-])[O-].[K+].[K+]. The catalyst is C(O)(=O)C.O. The product is [CH2:1]([N:8]1[C:13](=[O:14])[C:12]2[C:15]([CH3:18])=[N:16][O:17][C:11]=2[N:10]=[C:9]1[CH:19]([Br:28])[CH:20]([CH3:22])[CH3:21])[C:2]1[CH:3]=[CH:4][CH:5]=[CH:6][CH:7]=1. The yield is 0.600. (4) The reactants are [C:1]([O:5][C:6]([N:8]1[CH2:18][CH:17]2[CH2:19][CH:10]([C:11]3[CH:12]=[C:13]([N+:25]([O-])=O)[C:14]([NH:20][CH2:21][CH2:22][CH2:23][CH3:24])=[CH:15][C:16]=32)[CH2:9]1)=[O:7])([CH3:4])([CH3:3])[CH3:2].C([O-])=O.[NH4+]. The product is [C:1]([O:5][C:6]([N:8]1[CH2:18][CH:17]2[CH2:19][CH:10]([C:11]3[CH:12]=[C:13]([NH2:25])[C:14]([NH:20][CH2:21][CH2:22][CH2:23][CH3:24])=[CH:15][C:16]=32)[CH2:9]1)=[O:7])([CH3:4])([CH3:3])[CH3:2]. The yield is 1.00. The catalyst is CO.[OH-].[OH-].[Pd+2]. (5) The reactants are [CH3:1][C:2]1[C:16](=[O:17])[N:15]=[C:14]2[N:4]([C@@H:5]3[O:9][C@H:8]([CH2:10][OH:11])[C@@H:7]([OH:12])[C@@H:6]3[O:13]2)[CH:3]=1.[CH3:18][O:19][CH2:20][CH2:21][O:22]B([O:22][CH2:21][CH2:20][O:19][CH3:18])[O:22][CH2:21][CH2:20][O:19][CH3:18]. The catalyst is COCCO. The product is [CH3:18][O:19][CH2:20][CH2:21][O:22][C@@H:6]1[C@H:7]([OH:12])[C@@H:8]([CH2:10][OH:11])[O:9][C@H:5]1[N:4]1[CH:3]=[C:2]([CH3:1])[C:16](=[O:17])[NH:15][C:14]1=[O:13]. The yield is 0.630. (6) The product is [CH2:16]([O:15][C:13]([C:12]1[N:8]=[C:7]([CH:1]2[CH2:6][CH2:5][CH2:4][CH2:3][CH2:2]2)[S:9][CH:11]=1)=[O:14])[CH3:17]. The catalyst is C1COCC1. The reactants are [CH:1]1([C:7](=[S:9])[NH2:8])[CH2:6][CH2:5][CH2:4][CH2:3][CH2:2]1.Br[CH2:11][C:12](=O)[C:13]([O:15][CH2:16][CH3:17])=[O:14]. The yield is 0.740.